Dataset: Forward reaction prediction with 1.9M reactions from USPTO patents (1976-2016). Task: Predict the product of the given reaction. (1) Given the reactants [O:1]1[CH2:5][CH2:4][O:3][CH:2]1[CH2:6][CH2:7][CH2:8][CH2:9][O:10][C:11]1[CH:20]=[CH:19][C:14]([C:15]([O:17]C)=[O:16])=[CH:13][CH:12]=1.C1COCC1.[Li+].[OH-].C([O-])(O)=O.[Na+], predict the reaction product. The product is: [O:1]1[CH2:5][CH2:4][O:3][CH:2]1[CH2:6][CH2:7][CH2:8][CH2:9][O:10][C:11]1[CH:12]=[CH:13][C:14]([C:15]([OH:17])=[O:16])=[CH:19][CH:20]=1. (2) Given the reactants [F:1][C:2]1[CH:7]=[CH:6][C:5]([C:8]2[S:12][C:11]([CH2:13][C:14]3[CH:15]=[C:16]([C:21]4([O:32][CH3:33])[C@H:26]([OH:27])[C@@H:25]([OH:28])[C@H:24]([OH:29])[C@@H:23]([CH2:30][OH:31])[O:22]4)[CH:17]=[CH:18][C:19]=3[CH3:20])=[CH:10][CH:9]=2)=[CH:4][CH:3]=1.C(Cl)Cl.CN1CCOCC1.[CH3:44][Si:45](Cl)([CH3:47])[CH3:46], predict the reaction product. The product is: [F:1][C:2]1[CH:7]=[CH:6][C:5]([C:8]2[S:12][C:11]([CH2:13][C:14]3[CH:15]=[C:16]([C:21]4([O:32][CH3:33])[C@H:26]([OH:27])[C@@H:25]([OH:28])[C@H:24]([OH:29])[C@@H:23]([CH2:30][O:31][Si:45]([CH3:47])([CH3:46])[CH3:44])[O:22]4)[CH:17]=[CH:18][C:19]=3[CH3:20])=[CH:10][CH:9]=2)=[CH:4][CH:3]=1. (3) Given the reactants [Mg].Br[C:3]1[CH:8]=[CH:7][C:6]([O:9][CH3:10])=[CH:5][C:4]=1[O:11][CH3:12].C(O[SiH:16]([O:20][CH2:21][CH3:22])OCC)C, predict the reaction product. The product is: [CH3:12][O:11][C:4]1[CH:5]=[C:6]([O:9][CH3:10])[CH:7]=[CH:8][C:3]=1[CH:22]([C:3]1[CH:8]=[CH:7][C:6]([O:9][CH3:10])=[CH:5][C:4]=1[O:11][CH3:12])[CH2:21][O:20][SiH3:16]. (4) The product is: [Br:22][C:19]1[CH:20]=[CH:21][C:16]([C@:11]2([C:12]([F:14])([F:13])[F:15])[C:10]#[C:9][CH2:8][S:35][CH2:34][C@@H:33]([C:36]([O:38][CH3:39])=[O:37])[NH:32][C:30](=[O:31])[C@H:24]([CH2:25][C:26]([F:29])([CH3:28])[CH3:27])[NH:23]2)=[CH:17][CH:18]=1. Given the reactants C([O-])([O-])=O.[K+].[K+].Br[CH2:8][C:9]#[C:10][C@:11]([NH:23][C@H:24]([C:30]([NH:32][C@H:33]([C:36]([O:38][CH3:39])=[O:37])[CH2:34][SH:35])=[O:31])[CH2:25][C:26]([F:29])([CH3:28])[CH3:27])([C:16]1[CH:21]=[CH:20][C:19]([Br:22])=[CH:18][CH:17]=1)[C:12]([F:15])([F:14])[F:13].O.CCOC(C)=O, predict the reaction product. (5) Given the reactants [NH2:1][C:2]1[CH:3]=[C:4]([CH:7]=[C:8]([N+:11]([O-:13])=[O:12])[C:9]=1[Cl:10])[C:5]#[N:6].[Br:14][CH2:15][C:16](Br)=[O:17], predict the reaction product. The product is: [Br:14][CH2:15][C:16]([NH:1][C:2]1[CH:3]=[C:4]([C:5]#[N:6])[CH:7]=[C:8]([N+:11]([O-:13])=[O:12])[C:9]=1[Cl:10])=[O:17]. (6) Given the reactants [CH:1]1([CH2:4][O:5][C:6]2[N:11]=[C:10]([C:12]([OH:14])=O)[CH:9]=[CH:8][C:7]=2[N:15]2[CH2:18][C:17]([F:20])([F:19])[CH2:16]2)[CH2:3][CH2:2]1.[O:21]1[C:25]2([CH2:29][CH2:28][NH:27][CH2:26]2)[CH2:24][CH2:23][CH2:22]1.CN(C(ON1N=NC2C=CC=CC1=2)=[N+](C)C)C.[B-](F)(F)(F)F.CCN(C(C)C)C(C)C, predict the reaction product. The product is: [CH:1]1([CH2:4][O:5][C:6]2[N:11]=[C:10]([C:12]([N:27]3[CH2:28][CH2:29][C:25]4([O:21][CH2:22][CH2:23][CH2:24]4)[CH2:26]3)=[O:14])[CH:9]=[CH:8][C:7]=2[N:15]2[CH2:18][C:17]([F:20])([F:19])[CH2:16]2)[CH2:2][CH2:3]1. (7) Given the reactants [Br:1][C:2]1[CH:22]=[CH:21][C:20]([F:23])=[CH:19][C:3]=1[O:4][CH:5]1[CH2:10][CH2:9][N:8]([C:11]2[N:16]=[C:15]([NH2:17])[C:14]([NH2:18])=[CH:13][N:12]=2)[CH2:7][CH2:6]1.[N:24]([CH2:27][C:28]([O:30][CH2:31][CH3:32])=[O:29])=[C:25]=S.C1CCC(N=C=NC2CCCCC2)CC1, predict the reaction product. The product is: [Br:1][C:2]1[CH:22]=[CH:21][C:20]([F:23])=[CH:19][C:3]=1[O:4][CH:5]1[CH2:10][CH2:9][N:8]([C:11]2[N:16]=[C:15]3[C:14]([N:18]=[C:25]([NH:24][CH2:27][C:28]([O:30][CH2:31][CH3:32])=[O:29])[NH:17]3)=[CH:13][N:12]=2)[CH2:7][CH2:6]1.